This data is from CYP2D6 inhibition data for predicting drug metabolism from PubChem BioAssay. The task is: Regression/Classification. Given a drug SMILES string, predict its absorption, distribution, metabolism, or excretion properties. Task type varies by dataset: regression for continuous measurements (e.g., permeability, clearance, half-life) or binary classification for categorical outcomes (e.g., BBB penetration, CYP inhibition). Dataset: cyp2d6_veith. (1) The compound is CCOc1cccc(/C(O)=C2/C(=O)C(=O)N(Cc3cccnc3)C2c2ccco2)c1. The result is 0 (non-inhibitor). (2) The molecule is C#CCCCO/N=C1/C[C@@H](O)[C@@H](O)[C@H]2[C@@H]1CC[C@@H]1C(=O)N(C3CCCCC3)C(=O)[C@H]12. The result is 0 (non-inhibitor).